Predict the product of the given reaction. From a dataset of Forward reaction prediction with 1.9M reactions from USPTO patents (1976-2016). (1) The product is: [CH:44]1([CH2:50][NH:1][CH2:2][CH2:3][O:4][C:5]2[CH:6]=[CH:7][C:8]([CH:11]3[CH2:16][CH2:15][NH:14][CH2:13][CH:12]3[O:27][CH2:28][C:29]3[CH:30]=[CH:31][C:32]4[O:37][CH2:36][CH2:35][N:34]([CH2:38][CH2:39][CH2:40][O:41][CH3:42])[C:33]=4[CH:43]=3)=[CH:9][CH:10]=2)[CH2:49][CH2:48][CH2:47][CH2:46][CH2:45]1. Given the reactants [NH2:1][CH2:2][CH2:3][O:4][C:5]1[CH:10]=[CH:9][C:8]([CH:11]2[CH2:16][CH2:15][N:14](C(OCC3C=CC=CC=3)=O)[CH2:13][CH:12]2[O:27][CH2:28][C:29]2[CH:30]=[CH:31][C:32]3[O:37][CH2:36][CH2:35][N:34]([CH2:38][CH2:39][CH2:40][O:41][CH3:42])[C:33]=3[CH:43]=2)=[CH:7][CH:6]=1.[CH:44]1([CH:50]=O)[CH2:49][CH2:48][CH2:47][CH2:46][CH2:45]1.[BH4-].[Na+].[OH-].[Na+], predict the reaction product. (2) Given the reactants [Cl:1][C:2]1[CH:23]=[CH:22][C:5]2[S:6][C:7]([C:10](=[O:21])[CH2:11][S:12][CH2:13][C:14]3[CH:19]=[CH:18][C:17]([Cl:20])=[CH:16][CH:15]=3)=[C:8]([CH3:9])[C:4]=2[CH:3]=1.C1C=C(Cl)C=C(C(OO)=[O:32])C=1, predict the reaction product. The product is: [Cl:1][C:2]1[CH:23]=[CH:22][C:5]2[S:6][C:7]([C:10](=[O:21])[CH2:11][S:12]([CH2:13][C:14]3[CH:19]=[CH:18][C:17]([Cl:20])=[CH:16][CH:15]=3)=[O:32])=[C:8]([CH3:9])[C:4]=2[CH:3]=1. (3) Given the reactants [C:1]1([C:7]2[O:11][N:10]=[C:9]([C:12]3[S:13][C:14]4[C:24]5[C:19](=[CH:20][C:21]([CH:25]=O)=[CH:22][CH:23]=5)[CH2:18][CH2:17][C:15]=4[N:16]=3)[C:8]=2[C:27]([F:30])([F:29])[F:28])[CH:6]=[CH:5][CH:4]=[CH:3][CH:2]=1.[NH:31]1[CH2:34][CH:33]([C:35]([OH:37])=[O:36])[CH2:32]1.C([BH3-])#N.[Na+], predict the reaction product. The product is: [C:1]1([C:7]2[O:11][N:10]=[C:9]([C:12]3[S:13][C:14]4[C:24]5[C:19](=[CH:20][C:21]([CH2:25][N:31]6[CH2:34][CH:33]([C:35]([OH:37])=[O:36])[CH2:32]6)=[CH:22][CH:23]=5)[CH2:18][CH2:17][C:15]=4[N:16]=3)[C:8]=2[C:27]([F:30])([F:29])[F:28])[CH:2]=[CH:3][CH:4]=[CH:5][CH:6]=1. (4) The product is: [Cl:27][C:28]1[CH:33]=[CH:32][C:31]([NH:34][C:35]([NH:1][CH:2]([C:21]2[CH:22]=[CH:23][CH:24]=[CH:25][CH:26]=2)[C:3]([N:5]2[CH2:10][CH2:9][CH:8]([N:11]3[CH2:15][C:14]4=[CH:16][N:17]=[C:18]([CH3:19])[N:13]4[C:12]3=[O:20])[CH2:7][CH2:6]2)=[O:4])=[O:36])=[CH:30][CH:29]=1. Given the reactants [NH2:1][CH:2]([C:21]1[CH:26]=[CH:25][CH:24]=[CH:23][CH:22]=1)[C:3]([N:5]1[CH2:10][CH2:9][CH:8]([N:11]2[CH2:15][C:14]3=[CH:16][N:17]=[C:18]([CH3:19])[N:13]3[C:12]2=[O:20])[CH2:7][CH2:6]1)=[O:4].[Cl:27][C:28]1[CH:33]=[CH:32][C:31]([N:34]=[C:35]=[O:36])=[CH:30][CH:29]=1, predict the reaction product. (5) Given the reactants [CH3:1][O:2][C:3]1[CH:4]=[CH:5][CH:6]=[C:7]2[C:11]=1[CH:10]([NH:12][C:13]1[CH:22]=[CH:21][C:20]3[C:15](=[CH:16][CH:17]=[C:18]([NH2:23])[CH:19]=3)[N:14]=1)[CH2:9][CH2:8]2.[N:24]1[CH:29]=[CH:28][C:27]([CH2:30][C:31](O)=[O:32])=[CH:26][CH:25]=1, predict the reaction product. The product is: [CH3:1][O:2][C:3]1[CH:4]=[CH:5][CH:6]=[C:7]2[C:11]=1[CH:10]([NH:12][C:13]1[CH:22]=[CH:21][C:20]3[C:15](=[CH:16][CH:17]=[C:18]([NH:23][C:31](=[O:32])[CH2:30][C:27]4[CH:28]=[CH:29][N:24]=[CH:25][CH:26]=4)[CH:19]=3)[N:14]=1)[CH2:9][CH2:8]2. (6) Given the reactants Cl[C:2]1[C:11]2=[N:12][N:13](CC3C=CC(OC)=CC=3)[CH:14]=[C:10]2[C:9]2[CH:8]=[C:7]([O:24][CH3:25])[CH:6]=[CH:5][C:4]=2[N:3]=1.[CH3:26][N:27]1[C:31]2[CH:32]=[C:33]([NH2:36])[CH:34]=[CH:35][C:30]=2[N:29]=[CH:28]1.Cl, predict the reaction product. The product is: [CH3:25][O:24][C:7]1[CH:6]=[CH:5][C:4]2[N:3]=[C:2]([NH:36][C:33]3[CH:34]=[CH:35][C:30]4[N:29]=[CH:28][N:27]([CH3:26])[C:31]=4[CH:32]=3)[C:11]3=[N:12][NH:13][CH:14]=[C:10]3[C:9]=2[CH:8]=1. (7) Given the reactants [CH:1]1([CH:7]([O:9][C:10]2[CH:17]=[CH:16][C:13]([CH:14]=[O:15])=[CH:12][CH:11]=2)[CH3:8])[CH2:6][CH2:5][CH2:4][CH2:3][CH2:2]1.[BH4-].[Na+], predict the reaction product. The product is: [CH:1]1([CH:7]([O:9][C:10]2[CH:17]=[CH:16][C:13]([CH2:14][OH:15])=[CH:12][CH:11]=2)[CH3:8])[CH2:6][CH2:5][CH2:4][CH2:3][CH2:2]1.